From a dataset of Reaction yield outcomes from USPTO patents with 853,638 reactions. Predict the reaction yield, written as a fraction of the theoretical maximum amount of product (1.0 means a 100% yield; for example, 0.34 means a 34% yield). (1) The reactants are [F:1][C:2]1[CH:7]=[CH:6][C:5]([CH2:8][C:9]2[CH:18]=[C:17]3[C:12]([C:13]([OH:29])=[C:14]([C:24](OCC)=[O:25])[C:15](=[O:23])[N:16]3[CH2:19][CH2:20][CH2:21][OH:22])=[N:11][CH:10]=2)=[CH:4][CH:3]=1.[NH2:30][CH2:31][CH2:32][OH:33]. No catalyst specified. The product is [F:1][C:2]1[CH:7]=[CH:6][C:5]([CH2:8][C:9]2[CH:18]=[C:17]3[C:12]([C:13]([OH:29])=[C:14]([C:24]([NH:30][CH2:31][CH2:32][OH:33])=[O:25])[C:15](=[O:23])[N:16]3[CH2:19][CH2:20][CH2:21][OH:22])=[N:11][CH:10]=2)=[CH:4][CH:3]=1. The yield is 0.460. (2) The reactants are Cl[CH2:2][C:3]1[C:4]([S:9][CH:10]2[CH2:14][CH2:13][CH2:12][CH2:11]2)=[N:5][CH:6]=[CH:7][CH:8]=1.C([O:17][C:18]([CH:20]1[CH2:22][CH:21]1[C:23]1[CH:28]=[CH:27][C:26]([OH:29])=[C:25]([F:30])[CH:24]=1)=[O:19])C. No catalyst specified. The product is [CH:10]1([S:9][C:4]2[C:3]([CH2:2][O:29][C:26]3[CH:27]=[CH:28][C:23]([CH:21]4[CH2:22][CH:20]4[C:18]([OH:19])=[O:17])=[CH:24][C:25]=3[F:30])=[CH:8][CH:7]=[CH:6][N:5]=2)[CH2:14][CH2:13][CH2:12][CH2:11]1. The yield is 0.980. (3) The reactants are [CH2:1]1[O:3][CH:2]1[CH2:4][OH:5].[CH2:6]([CH2:8][NH2:9])[OH:7]. No catalyst specified. The product is [OH:7][CH2:6][CH2:8][NH:9][CH2:1][CH:2]([OH:3])[CH2:4][OH:5]. The yield is 0.720. (4) The reactants are ClC(Cl)(Cl)C([N:5]1[CH2:10][CH2:9][N:8]([C:11]2[CH:16]=[C:15]([S:17]([N:20]3[C:28]4[C:23](=[CH:24][CH:25]=[C:26]([Cl:29])[CH:27]=4)[CH:22]=[CH:21]3)(=[O:19])=[O:18])[CH:14]=[CH:13][C:12]=2[O:30][CH3:31])[CH2:7][CH2:6]1)=O.[OH-].[K+]. The catalyst is C1COCC1. The product is [Cl:29][C:26]1[CH:27]=[C:28]2[C:23]([CH:22]=[CH:21][N:20]2[S:17]([C:15]2[CH:14]=[CH:13][C:12]([O:30][CH3:31])=[C:11]([N:8]3[CH2:7][CH2:6][NH:5][CH2:10][CH2:9]3)[CH:16]=2)(=[O:19])=[O:18])=[CH:24][CH:25]=1. The yield is 0.560. (5) The reactants are [Br:1][C:2]1[CH:3]=[C:4](I)[C:5]([O:8][CH:9]2[CH2:14][CH2:13][O:12][CH2:11][CH2:10]2)=[N:6][CH:7]=1.[CH:16]12[NH:23][CH:20]([CH2:21][CH2:22]1)[CH2:19][O:18][CH2:17]2.CC([O-])(C)C.[Na+].CC1(C)C2C(=C(P(C3C=CC=CC=3)C3C=CC=CC=3)C=CC=2)OC2C(P(C3C=CC=CC=3)C3C=CC=CC=3)=CC=CC1=2. The catalyst is C1(C)C=CC=CC=1.C1C=CC(/C=C/C(/C=C/C2C=CC=CC=2)=O)=CC=1.C1C=CC(/C=C/C(/C=C/C2C=CC=CC=2)=O)=CC=1.[Pd]. The product is [Br:1][C:2]1[CH:3]=[C:4]([N:23]2[CH:16]3[CH2:22][CH2:21][CH:20]2[CH2:19][O:18][CH2:17]3)[C:5]([O:8][CH:9]2[CH2:14][CH2:13][O:12][CH2:11][CH2:10]2)=[N:6][CH:7]=1. The yield is 0.670.